From a dataset of Antibody developability classification from SAbDab with 2,409 antibodies. Regression/Classification. Given an antibody's heavy chain and light chain sequences, predict its developability. TAP uses regression for 5 developability metrics; SAbDab uses binary classification. (1) The antibody is ['QVQLVQSGAEVKKPGSSVKVSCKASGYTFSDYVINWVRQAPGQGLEWMGEIYPGSGTNYYNEKFKAKATITADKSTSTAYMELSSLRSEDTAVYYCARRGRYGLYAMDYWGQGTTVTVSS', 'DIQMTQSPSSLSASVGDRVTITCRASQDISNYLNWYQQKPGKAPKLLIYYTSRLHSGVPSRFSGSGSGTDFTFTISSLQPEDIATYFCQQGNTRPWTFGGGTKVEIK']. Result: 1 (developable). (2) The antibody is ['QVQLVQSGGGVVKPGASSRLSCAASGFTFTDYYMSWIRQAPGKGLEWVAYITKDGSEKKYADSLQHRFAVSRDNANNLVFLQLNTVEDDDTGVYYCARDDGYYDRSGYYGVFDLWGQGIRVTVSS', 'EFLLTQSPDSLAVTLGETATITCRSSRNILHSLNNKNYLAWYQQRPGQAPKLLVIWASMRVSGVADRFSGSGSGTDFALTISSLQPEDAAVYYCQHYYTTHRTFGQGTRVEIR']. Result: 0 (not developable). (3) The antibody is ['EVQLLESGGGLVQPGGSLRLSCAASGFTFSHYIMMWVRQAPGKGLEWVSGIYSSGGITVYADSVKGRFTISRDNSKNTLYLQMNSLRAEDTAVYYCAYRRIGVPRRDEFDIWGQGTMVTVSS', 'DIQMTQSPSTLSASVGDRVTITCRASQSISSWLAWYQQKPGKAPKLLIYKASTLESGVPSRFSGSGSGTEFTLTISSLQPDDFATYYCQQYNTYWTFGQGTKVEIK']. Result: 0 (not developable). (4) The antibody is ['QLQLQESGPGLVKPSETLSLTCTVSGGSISSSSYYWGWIRQPPGKGLEWIGSIYYSGSTYYNPSLKSRVTISVDTSKNQFSLKLSSVTAADTAVYYCATSYVDNWHSGLHWFDPWGQGTLVTVSG', 'QSVLTQPPSVSGAPGQRVTISCTGSSSNIGAGYDVHWYQQLPGTAPKLLIYGNSNRPSGVPDRFSGSKSGTSASLAITGLQAEDEADYYCQSYDSSLSGDMVFGGGTKLTVL']. Result: 0 (not developable).